This data is from Forward reaction prediction with 1.9M reactions from USPTO patents (1976-2016). The task is: Predict the product of the given reaction. (1) Given the reactants [F:1][C:2]([F:38])([F:37])[C:3]1[CH:4]=[C:5]([C@H:13]([O:15][C@@H:16]2[C@@H:21]([C:22]3[CH:27]=[CH:26][C:25]([F:28])=[CH:24][CH:23]=3)[C@H:20]([CH2:29][N:30]3[CH2:35][CH2:34][NH:33][CH2:32][C:31]3=[O:36])[CH2:19][CH2:18][O:17]2)[CH3:14])[CH:6]=[C:7]([C:9]([F:12])([F:11])[F:10])[CH:8]=1.[C:39]1(=O)[CH2:44][CH2:43][CH2:42][CH2:41][CH2:40]1, predict the reaction product. The product is: [F:12][C:9]([F:10])([F:11])[C:7]1[CH:6]=[C:5]([C@H:13]([O:15][C@@H:16]2[C@@H:21]([C:22]3[CH:23]=[CH:24][C:25]([F:28])=[CH:26][CH:27]=3)[C@H:20]([CH2:29][N:30]3[CH2:35][CH2:34][N:33]([CH:39]4[CH2:44][CH2:43][CH2:42][CH2:41][CH2:40]4)[CH2:32][C:31]3=[O:36])[CH2:19][CH2:18][O:17]2)[CH3:14])[CH:4]=[C:3]([C:2]([F:1])([F:37])[F:38])[CH:8]=1. (2) Given the reactants Cl[C:2]1[N:7]=[CH:6][C:5]2[N:8]([CH2:11][C:12]3[CH:17]=[CH:16][C:15]([O:18][CH3:19])=[CH:14][CH:13]=3)[CH:9]=[N:10][C:4]=2[CH:3]=1.C([Sn](CCCC)(CCCC)[C:25]([O:27][CH2:28][CH3:29])=[CH2:26])CCC, predict the reaction product. The product is: [CH2:28]([O:27][C:25]([C:2]1[N:7]=[CH:6][C:5]2[N:8]([CH2:11][C:12]3[CH:17]=[CH:16][C:15]([O:18][CH3:19])=[CH:14][CH:13]=3)[CH:9]=[N:10][C:4]=2[CH:3]=1)=[CH2:26])[CH3:29]. (3) Given the reactants [CH3:1][C:2]1[C:12]2[CH2:11][CH2:10][NH:9][CH2:8][CH2:7][C:6]=2[CH:5]=[C:4]2[N:13]=[C:14]([C:16]([F:19])([F:18])[F:17])[O:15][C:3]=12.[Cl:20][CH2:21][CH2:22][CH2:23][CH2:24][S:25][C:26]1[N:27]([CH3:42])[C:28]([C:31]2[CH:40]=[CH:39][CH:38]=[C:37]3[C:32]=2[CH:33]=[CH:34][C:35]([CH3:41])=[N:36]3)=[N:29][N:30]=1, predict the reaction product. The product is: [ClH:20].[CH3:1][C:2]1[C:12]2[CH2:11][CH2:10][N:9]([CH2:21][CH2:22][CH2:23][CH2:24][S:25][C:26]3[N:27]([CH3:42])[C:28]([C:31]4[CH:40]=[CH:39][CH:38]=[C:37]5[C:32]=4[CH:33]=[CH:34][C:35]([CH3:41])=[N:36]5)=[N:29][N:30]=3)[CH2:8][CH2:7][C:6]=2[CH:5]=[C:4]2[N:13]=[C:14]([C:16]([F:19])([F:17])[F:18])[O:15][C:3]=12.